From a dataset of CYP2D6 inhibition data for predicting drug metabolism from PubChem BioAssay. Regression/Classification. Given a drug SMILES string, predict its absorption, distribution, metabolism, or excretion properties. Task type varies by dataset: regression for continuous measurements (e.g., permeability, clearance, half-life) or binary classification for categorical outcomes (e.g., BBB penetration, CYP inhibition). Dataset: cyp2d6_veith. (1) The drug is N/C(=N\N=C/c1ccc(-c2ccc(O)c(C(=O)O)c2)o1)N[N+](=O)[O-]. The result is 0 (non-inhibitor). (2) The drug is c1ccc(CCc2nc(-c3ccccc3)no2)cc1. The result is 0 (non-inhibitor). (3) The drug is N/N=C1/c2ccccc2N[C@H]1OC(=O)Nc1ccccc1. The result is 1 (inhibitor).